Regression. Given two drug SMILES strings and cell line genomic features, predict the synergy score measuring deviation from expected non-interaction effect. From a dataset of NCI-60 drug combinations with 297,098 pairs across 59 cell lines. (1) Drug 1: CC12CCC(CC1=CCC3C2CCC4(C3CC=C4C5=CN=CC=C5)C)O. Drug 2: C1=NC2=C(N1)C(=S)N=C(N2)N. Cell line: UACC-257. Synergy scores: CSS=16.5, Synergy_ZIP=-9.64, Synergy_Bliss=-6.51, Synergy_Loewe=-12.2, Synergy_HSA=-5.96. (2) Drug 1: COC1=CC(=CC(=C1O)OC)C2C3C(COC3=O)C(C4=CC5=C(C=C24)OCO5)OC6C(C(C7C(O6)COC(O7)C8=CC=CS8)O)O. Drug 2: COC1=C2C(=CC3=C1OC=C3)C=CC(=O)O2. Cell line: NCIH23. Synergy scores: CSS=56.2, Synergy_ZIP=7.38, Synergy_Bliss=3.82, Synergy_Loewe=-34.1, Synergy_HSA=3.86.